From a dataset of Catalyst prediction with 721,799 reactions and 888 catalyst types from USPTO. Predict which catalyst facilitates the given reaction. (1) Reactant: C[C:2]1([CH2:11][C:12]([O:14][CH2:15][CH3:16])=[O:13])[C:10]2[C:5](=[CH:6][CH:7]=[CH:8][CH:9]=2)[CH2:4][CH2:3]1. Product: [CH:2]1([CH2:11][C:12]([O:14][CH2:15][CH3:16])=[O:13])[C:10]2[C:5](=[CH:6][CH:7]=[CH:8][CH:9]=2)[CH2:4][CH2:3]1. The catalyst class is: 50. (2) Reactant: [OH-].[Na+].C[O:4][C:5]([C:7]1[C:8]([C:26]2[CH:31]=[CH:30][CH:29]=[CH:28][C:27]=2[N+:32]([O-:34])=[O:33])=[CH:9][CH:10]=[C:11]([C:13]2[S:14][CH:15]=[C:16]([C:18]3[CH:23]=[CH:22][C:21]([O:24][CH3:25])=[CH:20][CH:19]=3)[N:17]=2)[CH:12]=1)=[O:6]. Product: [CH3:25][O:24][C:21]1[CH:20]=[CH:19][C:18]([C:16]2[N:17]=[C:13]([C:11]3[CH:12]=[C:7]([C:5]([OH:6])=[O:4])[C:8]([C:26]4[CH:31]=[CH:30][CH:29]=[CH:28][C:27]=4[N+:32]([O-:34])=[O:33])=[CH:9][CH:10]=3)[S:14][CH:15]=2)=[CH:23][CH:22]=1. The catalyst class is: 127. (3) Reactant: [CH2:1]([O:8][C:9]1[N:14]=[CH:13][N:12]=[C:11]([NH:15][C:16]([C:18]2[N:22]3[N:23]=[C:24](Cl)[CH:25]=[C:26]([NH:27][CH:28]4[CH2:30][CH2:29]4)[C:21]3=[N:20][CH:19]=2)=[O:17])[CH:10]=1)[C:2]1[CH:7]=[CH:6][CH:5]=[CH:4][CH:3]=1.[NH2:32][C@H:33]1[CH2:38][CH2:37][C@H:36]([NH2:39])[CH2:35][CH2:34]1. Product: [NH2:32][C@H:33]1[CH2:38][CH2:37][C@H:36]([NH:39][C:24]2[CH:25]=[C:26]([NH:27][CH:28]3[CH2:30][CH2:29]3)[C:21]3[N:22]([C:18]([C:16]([NH:15][C:11]4[CH:10]=[C:9]([O:8][CH2:1][C:2]5[CH:7]=[CH:6][CH:5]=[CH:4][CH:3]=5)[N:14]=[CH:13][N:12]=4)=[O:17])=[CH:19][N:20]=3)[N:23]=2)[CH2:35][CH2:34]1. The catalyst class is: 5. (4) Reactant: Cl[CH2:2][CH2:3][CH2:4][CH2:5][N:6]1[CH:11]=[C:10]([CH3:12])[C:9](=[O:13])[NH:8][C:7]1=[O:14].[Cl:15][C:16]1[CH:28]=[C:27]([Cl:29])[CH:26]=[CH:25][C:17]=1[CH2:18][N:19]1[CH2:24][CH2:23][NH:22][CH2:21][CH2:20]1.[Br-].[Na+].C(N(C(C)C)CC)(C)C. Product: [Cl:15][C:16]1[CH:28]=[C:27]([Cl:29])[CH:26]=[CH:25][C:17]=1[CH2:18][N:19]1[CH2:20][CH2:21][N:22]([CH2:2][CH2:3][CH2:4][CH2:5][N:6]2[CH:11]=[C:10]([CH3:12])[C:9](=[O:13])[NH:8][C:7]2=[O:14])[CH2:23][CH2:24]1. The catalyst class is: 60. (5) Reactant: [C:1]([O:5][C:6]([N:8]([CH2:19][CH2:20][C:21]1[CH:26]=[CH:25][C:24]([S:27]([C:30]2[CH:31]=[C:32](/[CH:36]=[CH:37]/[C:38]([OH:40])=[O:39])[CH:33]=[CH:34][CH:35]=2)(=[O:29])=[O:28])=[CH:23][CH:22]=1)[CH2:9][C@@H:10]([C:12]1[CH:17]=[CH:16][CH:15]=[C:14]([Cl:18])[CH:13]=1)[OH:11])=[O:7])([CH3:4])([CH3:3])[CH3:2]. Product: [C:1]([O:5][C:6]([N:8]([CH2:19][CH2:20][C:21]1[CH:26]=[CH:25][C:24]([S:27]([C:30]2[CH:31]=[C:32]([CH2:36][CH2:37][C:38]([OH:40])=[O:39])[CH:33]=[CH:34][CH:35]=2)(=[O:29])=[O:28])=[CH:23][CH:22]=1)[CH2:9][C@@H:10]([C:12]1[CH:17]=[CH:16][CH:15]=[C:14]([Cl:18])[CH:13]=1)[OH:11])=[O:7])([CH3:4])([CH3:2])[CH3:3]. The catalyst class is: 865. (6) Reactant: [Cl:1][C:2]1[CH:30]=[CH:29][CH:28]=[CH:27][C:3]=1[CH2:4][C:5]1[CH:6]=[C:7]([NH:16][C:17]2[CH:22]=[CH:21][C:20]([CH2:23][OH:24])=[CH:19][C:18]=2[O:25][CH3:26])[C:8]2[C:9](=[O:15])[NH:10][N:11]=[CH:12][C:13]=2[N:14]=1.CC(OI1(OC(C)=O)(OC(C)=O)OC(=O)C2C=CC=CC1=2)=O. Product: [Cl:1][C:2]1[CH:30]=[CH:29][CH:28]=[CH:27][C:3]=1[CH2:4][C:5]1[CH:6]=[C:7]([NH:16][C:17]2[CH:22]=[CH:21][C:20]([CH:23]=[O:24])=[CH:19][C:18]=2[O:25][CH3:26])[C:8]2[C:9](=[O:15])[NH:10][N:11]=[CH:12][C:13]=2[N:14]=1. The catalyst class is: 4. (7) The catalyst class is: 147. Reactant: [OH:1][C:2]1[CH:11]=[CH:10][C:5]([C:6]([O:8][CH3:9])=[O:7])=[CH:4][C:3]=1[O:12][C:13]([F:16])([F:15])[F:14].[Cl:17]N1C(=O)CCC1=O.FC(F)(F)S(O)(=O)=O. Product: [Cl:17][C:11]1[CH:10]=[C:5]([CH:4]=[C:3]([O:12][C:13]([F:14])([F:15])[F:16])[C:2]=1[OH:1])[C:6]([O:8][CH3:9])=[O:7]. (8) Reactant: [OH:1][C:2]1[C:3]([O:20][CH3:21])=[C:4]([C:10]2[CH:18]=[CH:17][CH:16]=[C:15]3[C:11]=2[CH2:12][CH2:13][C:14]3=[O:19])[CH:5]=[CH:6][C:7]=1[O:8][CH3:9].C(=O)([O-])[O-].[K+].[K+].[CH2:28](Br)[CH:29]([CH3:31])[CH3:30]. Product: [CH2:28]([O:1][C:2]1[C:3]([O:20][CH3:21])=[C:4]([C:10]2[CH:18]=[CH:17][CH:16]=[C:15]3[C:11]=2[CH2:12][CH2:13][C:14]3=[O:19])[CH:5]=[CH:6][C:7]=1[O:8][CH3:9])[CH:29]([CH3:31])[CH3:30]. The catalyst class is: 10. (9) Reactant: [CH2:1]([C:5]1[N:9]=[C:8]([CH2:10][C:11]#[N:12])[NH:7][N:6]=1)[CH2:2][CH2:3][CH3:4].C([O:15][C:16](=O)[CH:17]([C:22](=O)[CH3:23])[CH2:18][CH2:19][CH2:20][CH3:21])C.C([O-])(=O)C.[NH4+]. Product: [CH2:1]([C:5]1[NH:9][C:8]2=[C:10]([C:11]#[N:12])[C:22]([CH3:23])=[C:17]([CH2:18][CH2:19][CH2:20][CH3:21])[C:16](=[O:15])[N:7]2[N:6]=1)[CH2:2][CH2:3][CH3:4]. The catalyst class is: 6.